This data is from Reaction yield outcomes from USPTO patents with 853,638 reactions. The task is: Predict the reaction yield, written as a fraction of the theoretical maximum amount of product (1.0 means a 100% yield; for example, 0.34 means a 34% yield). The reactants are Cl[C:2]1[CH:7]=[C:6]([N:8]([CH2:16][CH:17]([N:19]2[CH2:24][CH2:23][O:22][CH2:21][CH2:20]2)[CH3:18])C(=O)OC(C)(C)C)[N:5]2[N:25]=[CH:26][CH:27]=[C:4]2[N:3]=1.[Cl:28][C:29]1[CH:30]=[CH:31][C:32]([F:36])=[C:33]([CH:35]=1)[NH2:34].[Li+].C[Si]([N-][Si](C)(C)C)(C)C.CC(C1C=C(C(C)C)C(C2C=CC=CC=2P(C2CCCCC2)C2CCCCC2)=C(C(C)C)C=1)C. The catalyst is C1C=CC(/C=C/C(/C=C/C2C=CC=CC=2)=O)=CC=1.C1C=CC(/C=C/C(/C=C/C2C=CC=CC=2)=O)=CC=1.C1C=CC(/C=C/C(/C=C/C2C=CC=CC=2)=O)=CC=1.[Pd].[Pd]. The product is [Cl:28][C:29]1[CH:30]=[CH:31][C:32]([F:36])=[C:33]([NH:34][C:2]2[CH:7]=[C:6]([NH:8][CH2:16][CH:17]([N:19]3[CH2:20][CH2:21][O:22][CH2:23][CH2:24]3)[CH3:18])[N:5]3[N:25]=[CH:26][CH:27]=[C:4]3[N:3]=2)[CH:35]=1. The yield is 0.210.